This data is from Forward reaction prediction with 1.9M reactions from USPTO patents (1976-2016). The task is: Predict the product of the given reaction. (1) Given the reactants [CH2:1]([OH:4])[CH:2]=[CH2:3].[P:5](Cl)(C1C=CC=CC=1)[C:6]1C=CC=[CH:8][CH:7]=1, predict the reaction product. The product is: [PH2:5][O:4][CH2:1][CH:2]=[CH2:3].[CH2:6]([PH2:5]=[O:4])[CH:7]=[CH2:8]. (2) Given the reactants [NH2:1][C:2]1[CH:3]=[C:4]([C:8]2[NH:13][C:12](=[O:14])[C:11]3=[C:15]([CH2:23][CH3:24])[N:16]=[C:17]([CH:18]4[CH2:22][CH2:21][CH2:20][CH2:19]4)[N:10]3[N:9]=2)[CH:5]=[CH:6][CH:7]=1.C(N(CC)CC)C.[CH3:32][C:33]([CH3:38])([CH3:37])[C:34](Cl)=[O:35], predict the reaction product. The product is: [CH:18]1([C:17]2[N:10]3[C:11]([C:12](=[O:14])[NH:13][C:8]([C:4]4[CH:3]=[C:2]([NH:1][C:34](=[O:35])[C:33]([CH3:38])([CH3:37])[CH3:32])[CH:7]=[CH:6][CH:5]=4)=[N:9]3)=[C:15]([CH2:23][CH3:24])[N:16]=2)[CH2:22][CH2:21][CH2:20][CH2:19]1. (3) Given the reactants B(F)(F)F.CCOCC.CSC.[S:13]1[C:17]2[CH:18]=[CH:19][CH:20]=[CH:21][C:16]=2[N:15]=[C:14]1[C:22]([C:24]1[CH:29]=[CH:28][C:27]([O:30]CC2C=CC=CC=2)=[CH:26][CH:25]=1)=[O:23], predict the reaction product. The product is: [S:13]1[C:17]2[CH:18]=[CH:19][CH:20]=[CH:21][C:16]=2[N:15]=[C:14]1[C:22]([C:24]1[CH:29]=[CH:28][C:27]([OH:30])=[CH:26][CH:25]=1)=[O:23].